From a dataset of Full USPTO retrosynthesis dataset with 1.9M reactions from patents (1976-2016). Predict the reactants needed to synthesize the given product. (1) Given the product [CH3:32][C:33]1[N:38]=[C:37]([CH2:39][N:40]2[CH2:41][CH2:42][N:43]([C:5]([O:20][CH:15]([C:16]([F:19])([F:18])[F:17])[C:14]([F:22])([F:21])[F:13])=[O:11])[CH2:44][CH2:45]2)[CH:36]=[CH:35][C:34]=1[C:46]1[CH:51]=[CH:50][CH:49]=[CH:48][C:47]=1[CH3:52], predict the reactants needed to synthesize it. The reactants are: ClC(Cl)(O[C:5](=[O:11])OC(Cl)(Cl)Cl)Cl.[F:13][C:14]([F:22])([F:21])[CH:15]([OH:20])[C:16]([F:19])([F:18])[F:17].C(N(CC)C(C)C)(C)C.[CH3:32][C:33]1[N:38]=[C:37]([CH2:39][N:40]2[CH2:45][CH2:44][NH:43][CH2:42][CH2:41]2)[CH:36]=[CH:35][C:34]=1[C:46]1[CH:51]=[CH:50][CH:49]=[CH:48][C:47]=1[CH3:52]. (2) Given the product [OH:29][C:26]1[CH:27]=[CH:28][C:23]([CH2:22][CH2:21][NH:20][C:17]([C:6]2[C:7]3[N:11]=[C:10]([C:12]4[S:13][CH:14]=[CH:15][CH:16]=4)[NH:9][C:8]=3[C:3]([O:2][CH3:1])=[CH:4][CH:5]=2)=[O:19])=[CH:24][CH:25]=1, predict the reactants needed to synthesize it. The reactants are: [CH3:1][O:2][C:3]1[C:8]2[NH:9][C:10]([C:12]3[S:13][CH:14]=[CH:15][CH:16]=3)=[N:11][C:7]=2[C:6]([C:17]([OH:19])=O)=[CH:5][CH:4]=1.[NH2:20][CH2:21][CH2:22][C:23]1[CH:28]=[CH:27][C:26]([OH:29])=[CH:25][CH:24]=1. (3) Given the product [O:21]=[C:15]1[CH:14]([N:7]2[C:6](=[O:22])[C:5]3[C:9](=[CH:10][CH:11]=[CH:12][C:4]=3[CH2:3][NH:2][C:37](=[O:38])[C:36]3[CH:40]=[CH:41][C:33]([F:32])=[CH:34][CH:35]=3)[C:8]2=[O:13])[CH2:19][CH2:18][C:17](=[O:20])[NH:16]1, predict the reactants needed to synthesize it. The reactants are: Cl.[NH2:2][CH2:3][C:4]1[CH:12]=[CH:11][CH:10]=[C:9]2[C:5]=1[C:6](=[O:22])[N:7]([CH:14]1[CH2:19][CH2:18][C:17](=[O:20])[NH:16][C:15]1=[O:21])[C:8]2=[O:13].C(N(C(C)C)CC)(C)C.[F:32][C:33]1[CH:41]=[CH:40][C:36]([C:37](Cl)=[O:38])=[CH:35][CH:34]=1.CO. (4) Given the product [Br:13][C:10]1[CH:9]=[CH:8][C:7]([CH2:6][C:5]([S:15]([C:18]2[CH:19]=[CH:20][C:21]([O:24][CH3:25])=[CH:22][CH:23]=2)(=[O:17])=[O:16])([CH3:14])[C:4]([OH:26])=[O:3])=[CH:12][CH:11]=1, predict the reactants needed to synthesize it. The reactants are: C([O:3][C:4](=[O:26])[C:5]([S:15]([C:18]1[CH:23]=[CH:22][C:21]([O:24][CH3:25])=[CH:20][CH:19]=1)(=[O:17])=[O:16])([CH3:14])[CH2:6][C:7]1[CH:12]=[CH:11][C:10]([Br:13])=[CH:9][CH:8]=1)C.